From a dataset of Forward reaction prediction with 1.9M reactions from USPTO patents (1976-2016). Predict the product of the given reaction. (1) Given the reactants [CH2:1]1[CH:10]2[C:5]([CH2:6][CH2:7][CH2:8][CH2:9]2)=[CH:4][CH2:3][O:2]1.C1C=C(Cl)C=C(C(OO)=[O:19])C=1, predict the reaction product. The product is: [O:19]1[C:5]23[CH:10]([CH2:9][CH2:8][CH2:7][CH2:6]2)[CH2:1][O:2][CH2:3][CH:4]13. (2) Given the reactants [C:1]([C:5]1[CH:10]=[CH:9][C:8]([S:11](Cl)(=[O:13])=[O:12])=[CH:7][C:6]=1[F:15])([CH3:4])([CH3:3])[CH3:2].Br[C:17]1[CH:18]=[CH:19][C:20]([N:27]2[C:31]([NH2:32])=[CH:30][C:29]([CH3:33])=[N:28]2)=[C:21]2[C:26]=1[N:25]=[CH:24][CH:23]=[CH:22]2.[N:34]1C=CC=CC=1, predict the reaction product. The product is: [NH2:34][C:17]1[CH:18]=[CH:19][C:20]([N:27]2[C:31]([NH:32][S:11]([C:8]3[CH:9]=[CH:10][C:5]([C:1]([CH3:4])([CH3:3])[CH3:2])=[C:6]([F:15])[CH:7]=3)(=[O:13])=[O:12])=[CH:30][C:29]([CH3:33])=[N:28]2)=[C:21]2[C:26]=1[N:25]=[CH:24][CH:23]=[CH:22]2. (3) Given the reactants Br[C:2]1[CH:7]=[CH:6][C:5]([C:8]2[S:9][CH:10]=[CH:11][C:12]=2[NH:13][S:14]([CH:17]([CH3:19])[CH3:18])(=[O:16])=[O:15])=[CH:4][CH:3]=1.[C:20]1(B(O)O)[CH:25]=[CH:24][CH:23]=[CH:22][CH:21]=1.C([O-])([O-])=O.[Na+].[Na+].O, predict the reaction product. The product is: [C:2]1([C:20]2[CH:25]=[CH:24][CH:23]=[CH:22][CH:21]=2)[CH:7]=[CH:6][C:5]([C:8]2[S:9][CH:10]=[CH:11][C:12]=2[NH:13][S:14]([CH:17]([CH3:19])[CH3:18])(=[O:16])=[O:15])=[CH:4][CH:3]=1. (4) Given the reactants [F:1][C:2]1[CH:3]=[C:4]([C:8]2[C:17]3[O:16][CH:15]([CH3:18])[CH2:14][N:13](C(OC(C)(C)C)=O)[CH2:12][C:11]=3[S:10][CH:9]=2)[CH:5]=[CH:6][CH:7]=1, predict the reaction product. The product is: [F:1][C:2]1[CH:3]=[C:4]([C:8]2[C:17]3[O:16][CH:15]([CH3:18])[CH2:14][NH:13][CH2:12][C:11]=3[S:10][CH:9]=2)[CH:5]=[CH:6][CH:7]=1. (5) Given the reactants [NH2:1][C:2]1[CH:7]=[C:6]([CH3:8])[CH:5]=[CH:4][C:3]=1[S:9][CH2:10][C:11]1[CH:20]=[CH:19][CH:18]=[CH:17][C:12]=1[C:13]([O:15][CH3:16])=[O:14].[O:21]1[C:25]2[CH:26]=[CH:27][CH:28]=[CH:29][C:24]=2[CH:23]=[C:22]1[S:30](Cl)(=[O:32])=[O:31], predict the reaction product. The product is: [O:21]1[C:25]2[CH:26]=[CH:27][CH:28]=[CH:29][C:24]=2[CH:23]=[C:22]1[S:30]([NH:1][C:2]1[CH:7]=[C:6]([CH3:8])[CH:5]=[CH:4][C:3]=1[S:9][CH2:10][C:11]1[CH:20]=[CH:19][CH:18]=[CH:17][C:12]=1[C:13]([O:15][CH3:16])=[O:14])(=[O:32])=[O:31]. (6) The product is: [NH2:2][C:3]1[N:8]=[CH:7][N:6]=[C:5]2[N:9]([CH:25]3[CH2:26][N:27]([C:29](=[O:43])[CH2:30][CH2:31][NH:32][CH2:40][CH2:41][OH:42])[CH2:28]3)[N:10]=[C:11]([C:12]3[CH:13]=[CH:14][C:15]([O:18][C:19]4[CH:20]=[CH:21][CH:22]=[CH:23][CH:24]=4)=[CH:16][CH:17]=3)[C:4]=12. Given the reactants Cl.[NH2:2][C:3]1[N:8]=[CH:7][N:6]=[C:5]2[N:9]([CH:25]3[CH2:28][N:27]([C:29](=[O:43])[CH2:30][CH2:31][N:32]([CH2:40][CH2:41][OH:42])C(=O)OC(C)(C)C)[CH2:26]3)[N:10]=[C:11]([C:12]3[CH:17]=[CH:16][C:15]([O:18][C:19]4[CH:24]=[CH:23][CH:22]=[CH:21][CH:20]=4)=[CH:14][CH:13]=3)[C:4]=12, predict the reaction product.